Dataset: Full USPTO retrosynthesis dataset with 1.9M reactions from patents (1976-2016). Task: Predict the reactants needed to synthesize the given product. (1) The reactants are: [CH2:1]([NH:3][C:4]1[C:5]([NH2:10])=[CH:6][CH:7]=[CH:8][CH:9]=1)[CH3:2].[NH2:11][C:12]1[C:13]([C:17](O)=O)=[N:14][O:15][N:16]=1.C(=O)([O-])[O-].[K+].[K+]. Given the product [CH2:1]([N:3]1[C:4]2[CH:9]=[CH:8][CH:7]=[CH:6][C:5]=2[N:10]=[C:17]1[C:13]1[C:12]([NH2:11])=[N:16][O:15][N:14]=1)[CH3:2], predict the reactants needed to synthesize it. (2) Given the product [C:3]([C:5]1([O:11][CH3:12])[CH2:10][CH2:9][CH2:8][CH2:7][CH2:6]1)#[CH:4], predict the reactants needed to synthesize it. The reactants are: [H-].[Na+].[C:3]([C:5]1([OH:11])[CH2:10][CH2:9][CH2:8][CH2:7][CH2:6]1)#[CH:4].[CH3:12]I. (3) Given the product [F:1][C:2]1[C:7]([OH:8])=[C:6]([C:20](=[O:21])[CH3:19])[CH:5]=[CH:4][C:3]=1[OH:10], predict the reactants needed to synthesize it. The reactants are: [F:1][C:2]1[C:7]([O:8]C)=[CH:6][CH:5]=[CH:4][C:3]=1[OH:10].B(Br)(Br)Br.B(F)(F)F.[CH3:19][CH2:20][O:21]CC.C(O)(=O)C.